From a dataset of Forward reaction prediction with 1.9M reactions from USPTO patents (1976-2016). Predict the product of the given reaction. The product is: [CH:8]1([CH2:7][CH:6]([CH3:14])[CH2:5][CH:2]([CH3:1])[CH2:3][OH:4])[CH2:13][CH2:12][CH2:11][CH2:10][CH2:9]1. Given the reactants [CH3:1][CH:2]([CH2:5][CH:6]([CH3:14])[CH2:7][C:8]1[CH:13]=[CH:12][CH:11]=[CH:10][CH:9]=1)[CH2:3][OH:4].[H][H], predict the reaction product.